This data is from Reaction yield outcomes from USPTO patents with 853,638 reactions. The task is: Predict the reaction yield, written as a fraction of the theoretical maximum amount of product (1.0 means a 100% yield; for example, 0.34 means a 34% yield). (1) The reactants are CCN(C(C)C)C(C)C.C1C=CC2N(O)N=NC=2C=1.CCN=C=NCCCN(C)C.Cl.OC(C(F)(F)F)=O.[NH2:39][CH2:40][C:41]([N:43]1[CH2:48][CH2:47][N:46]([C:49](=[O:60])[C:50]2[CH:55]=[CH:54][CH:53]=[CH:52][C:51]=2[C:56]([F:59])([F:58])[F:57])[CH2:45][CH2:44]1)=[O:42].[Li+].[C:62]1([C:68]2[O:72][C:71]([C:73]([O-])=[O:74])=[N:70][N:69]=2)[CH:67]=[CH:66][CH:65]=[CH:64][CH:63]=1. The catalyst is CN(C=O)C.O. The product is [O:42]=[C:41]([N:43]1[CH2:44][CH2:45][N:46]([C:49](=[O:60])[C:50]2[CH:55]=[CH:54][CH:53]=[CH:52][C:51]=2[C:56]([F:59])([F:57])[F:58])[CH2:47][CH2:48]1)[CH2:40][NH:39][C:73]([C:71]1[O:72][C:68]([C:62]2[CH:63]=[CH:64][CH:65]=[CH:66][CH:67]=2)=[N:69][N:70]=1)=[O:74]. The yield is 0.224. (2) The reactants are [OH:1][C:2]1[CH:11]=[CH:10][C:5]([C:6]([O:8][CH3:9])=[O:7])=[CH:4][C:3]=1I.[H-].[Na+].[CH3:15][N:16](C=O)C. No catalyst specified. The product is [C:15]([C:3]1[CH:4]=[C:5]([CH:10]=[CH:11][C:2]=1[OH:1])[C:6]([O:8][CH3:9])=[O:7])#[N:16]. The yield is 1.00.